From a dataset of Catalyst prediction with 721,799 reactions and 888 catalyst types from USPTO. Predict which catalyst facilitates the given reaction. (1) Reactant: C([Li])CCC.C(NC(C)C)(C)C.[F:13][C:14]1[CH:19]=[CH:18][CH:17]=[C:16]([CH3:20])[C:15]=1[F:21].C(O[B:26]1[O:30][C:29]([CH3:32])([CH3:31])[C:28]([CH3:34])([CH3:33])[O:27]1)(C)C. Product: [F:13][C:14]1[C:15]([F:21])=[C:16]([CH3:20])[CH:17]=[CH:18][C:19]=1[B:26]1[O:30][C:29]([CH3:32])([CH3:31])[C:28]([CH3:34])([CH3:33])[O:27]1. The catalyst class is: 116. (2) The catalyst class is: 8. Reactant: O=C1C2C(=CC=CC=2)C(=O)[N:3]1[CH2:12][C:13]1[CH:14]=[C:15]([C:19]2[N:20]([CH3:30])[C:21]3[C:26]([C:27]=2[C:28]#[N:29])=[CH:25][CH:24]=[CH:23][CH:22]=3)[CH:16]=[N:17][CH:18]=1.O.NN.ClCCl. Product: [NH2:3][CH2:12][C:13]1[CH:14]=[C:15]([C:19]2[N:20]([CH3:30])[C:21]3[C:26]([C:27]=2[C:28]#[N:29])=[CH:25][CH:24]=[CH:23][CH:22]=3)[CH:16]=[N:17][CH:18]=1.